This data is from Reaction yield outcomes from USPTO patents with 853,638 reactions. The task is: Predict the reaction yield, written as a fraction of the theoretical maximum amount of product (1.0 means a 100% yield; for example, 0.34 means a 34% yield). (1) The reactants are [C:1]([O:5][C:6]([N:8]1[CH:14]2[CH:9]1[CH2:10][CH2:11][O:12][CH2:13]2)=[O:7])([CH3:4])([CH3:3])[CH3:2].Cl([O-])(=O)(=O)=O.[Li+].[N-:21]=[N+:22]=[N-:23].[Na+].O. The catalyst is C(#N)C. The product is [C:1]([O:5][C:6](=[O:7])[NH:8][C@H:14]1[C@H:9]([N:21]=[N+:22]=[N-:23])[CH2:10][CH2:11][O:12][CH2:13]1)([CH3:4])([CH3:3])[CH3:2]. The yield is 0.520. (2) The reactants are Cl.[NH2:2][CH2:3][C:4]1[CH:5]=[N+:6]([O-:14])[CH:7]=[CH:8][C:9]=1[C:10]([F:13])([F:12])[F:11].CCN(C(C)C)C(C)C.Cl[C:25]1[N:30]=[C:29]([Cl:31])[C:28]([C:32]([F:35])([F:34])[F:33])=[CH:27][N:26]=1. The catalyst is CN(C=O)C.[Cl-].[Na+].O.C(OCC)(=O)C.O. The product is [Cl:31][C:29]1[C:28]([C:32]([F:34])([F:33])[F:35])=[CH:27][N:26]=[C:25]([NH:2][CH2:3][C:4]2[CH:5]=[N+:6]([O-:14])[CH:7]=[CH:8][C:9]=2[C:10]([F:11])([F:12])[F:13])[N:30]=1. The yield is 0.470. (3) The reactants are [C:1]1([C:7](=[O:14])[CH2:8][C:9]2[N:10]=[N:11][NH:12][N:13]=2)[CH:6]=[CH:5][CH:4]=[CH:3][CH:2]=1.[CH3:15]I. The catalyst is CC(C)=O. The product is [CH3:15][N:10]1[C:9]([CH2:8][C:7]([C:1]2[CH:6]=[CH:5][CH:4]=[CH:3][CH:2]=2)=[O:14])=[N:13][N:12]=[N:11]1. The yield is 0.340. (4) The reactants are [OH:1][C:2]1[CH:7]=[CH:6][C:5]([CH3:8])=[CH:4][C:3]=1[C:9](=[O:11])[CH3:10].[CH:12](=O)[C:13]1[CH:18]=[CH:17][CH:16]=[CH:15][CH:14]=1. The catalyst is C(O)C.O. The product is [CH3:8][C:5]1[CH:4]=[C:3]2[C:2](=[CH:7][CH:6]=1)[O:1][CH:12]([C:13]1[CH:18]=[CH:17][CH:16]=[CH:15][CH:14]=1)[CH2:10][C:9]2=[O:11]. The yield is 0.340.